From a dataset of Reaction yield outcomes from USPTO patents with 853,638 reactions. Predict the reaction yield, written as a fraction of the theoretical maximum amount of product (1.0 means a 100% yield; for example, 0.34 means a 34% yield). (1) The reactants are [CH:1]([O:4][C:5]([N:7]1[CH2:12][CH2:11][CH:10]([O:13][C:14]2[C:19]([O:20][CH3:21])=[C:18](Cl)[N:17]=[CH:16][N:15]=2)[CH2:9][CH2:8]1)=[O:6])([CH3:3])[CH3:2].C(=O)([O-])[O-].[K+].[K+].[Br:29][C:30]1[CH:35]=[CH:34][C:33]([OH:36])=[C:32]([F:37])[CH:31]=1. The catalyst is CC(N(C)C)=O. The product is [CH:1]([O:4][C:5]([N:7]1[CH2:12][CH2:11][CH:10]([O:13][C:14]2[C:19]([O:20][CH3:21])=[C:18]([O:36][C:33]3[CH:34]=[CH:35][C:30]([Br:29])=[CH:31][C:32]=3[F:37])[N:17]=[CH:16][N:15]=2)[CH2:9][CH2:8]1)=[O:6])([CH3:3])[CH3:2]. The yield is 0.350. (2) The reactants are Br[CH2:2][C:3]1[C:4]([F:11])=[C:5]([CH:8]=[CH:9][CH:10]=1)[C:6]#[N:7].[CH3:12][O-:13].[Na+]. The catalyst is CO. The product is [F:11][C:4]1[C:3]([CH2:2][O:13][CH3:12])=[CH:10][CH:9]=[CH:8][C:5]=1[C:6]#[N:7]. The yield is 0.840.